This data is from Catalyst prediction with 721,799 reactions and 888 catalyst types from USPTO. The task is: Predict which catalyst facilitates the given reaction. (1) Reactant: [OH:1][C:2]1[CH:3]=[N:4][CH:5]=[CH:6][CH:7]=1.[H-].[Na+].Br[CH2:11][CH2:12][CH:13]([Br:15])[CH3:14].O. Product: [Br:15][CH:13]([CH3:14])[CH2:12][CH2:11][O:1][C:2]1[CH:3]=[N:4][CH:5]=[CH:6][CH:7]=1. The catalyst class is: 9. (2) Reactant: C([Si](C)(C)[O:6][C:7]1[CH:12]=[C:11]([CH2:13][O:14][C:15]2[CH:20]=[CH:19][C:18]([O:21][Si](C(C)(C)C)(C)C)=[CH:17][CH:16]=2)[CH:10]=[C:9]([O:29][Si](C(C)(C)C)(C)C)[CH:8]=1)(C)(C)C.O.O.O.[F-].C([N+](CCCC)(CCCC)CCCC)CCC.O.Cl. Product: [OH:21][C:18]1[CH:19]=[CH:20][C:15]([O:14][CH2:13][C:11]2[CH:10]=[C:9]([OH:29])[CH:8]=[C:7]([OH:6])[CH:12]=2)=[CH:16][CH:17]=1. The catalyst class is: 365. (3) Reactant: [CH3:1][O:2][C:3](=[O:26])[CH2:4][C:5]1[C:14]([CH3:15])=[C:13](B2OC(C)(C)C(C)(C)O2)[C:12]2[C:7](=[CH:8][CH:9]=[C:10]([F:25])[CH:11]=2)[CH:6]=1.Br[C:28]1[CH:33]=[CH:32][C:31]([S:34][C:35]2[CH:40]=[CH:39][CH:38]=[CH:37][C:36]=2[O:41][C:42]([F:45])([F:44])[F:43])=[CH:30][CH:29]=1.C(=O)(O)[O-].[Na+].O. Product: [CH3:1][O:2][C:3](=[O:26])[CH2:4][C:5]1[C:14]([CH3:15])=[C:13]([C:28]2[CH:33]=[CH:32][C:31]([S:34][C:35]3[CH:40]=[CH:39][CH:38]=[CH:37][C:36]=3[O:41][C:42]([F:45])([F:44])[F:43])=[CH:30][CH:29]=2)[C:12]2[C:7](=[CH:8][CH:9]=[C:10]([F:25])[CH:11]=2)[CH:6]=1. The catalyst class is: 564. (4) Reactant: C([O:3][C:4](=[O:20])[C:5]([N:7]1[CH2:12][CH2:11][CH:10]([CH2:13][C:14]2[CH:19]=[CH:18][CH:17]=[CH:16][CH:15]=2)[CH2:9][CH2:8]1)=[O:6])C.[OH-].[K+]. Product: [CH2:13]([CH:10]1[CH2:9][CH2:8][N:7]([C:5](=[O:6])[C:4]([OH:20])=[O:3])[CH2:12][CH2:11]1)[C:14]1[CH:15]=[CH:16][CH:17]=[CH:18][CH:19]=1. The catalyst class is: 5.